Predict the reactants needed to synthesize the given product. From a dataset of Full USPTO retrosynthesis dataset with 1.9M reactions from patents (1976-2016). (1) Given the product [C:14]1([O:13][CH2:12][CH2:11][CH2:10][C:9]2[C:5]3[CH:4]=[CH:3][C:2]([C:28]4[CH:33]=[CH:32][CH:31]=[CH:30][CH:29]=4)=[CH:27][C:6]=3[S:7][C:8]=2[C:24]([OH:26])=[O:25])[C:23]2[C:18](=[CH:19][CH:20]=[CH:21][CH:22]=2)[CH:17]=[CH:16][CH:15]=1, predict the reactants needed to synthesize it. The reactants are: Cl[C:2]1[CH:3]=[CH:4][C:5]2[C:9]([CH2:10][CH2:11][CH2:12][O:13][C:14]3[C:23]4[C:18](=[CH:19][CH:20]=[CH:21][CH:22]=4)[CH:17]=[CH:16][CH:15]=3)=[C:8]([C:24]([OH:26])=[O:25])[S:7][C:6]=2[CH:27]=1.[C:28]1(B(O)O)[CH:33]=[CH:32][CH:31]=[CH:30][CH:29]=1. (2) The reactants are: C([O:4][C:5]1([C:8]2[CH:13]=[CH:12][CH:11]=[C:10]([CH2:14][N:15]3[C:19]([CH3:20])=[CH:18][C:17](/[C:21](/[F:37])=[CH:22]/[C:23]4[CH:28]=[CH:27][C:26]([C:29]([CH3:35])([CH3:34])[C:30]([F:33])([F:32])[F:31])=[C:25]([F:36])[CH:24]=4)=[N:16]3)[CH:9]=2)[CH2:7][CH2:6]1)(=O)C.C[Mg]Br. Given the product [F:37]/[C:21](/[C:17]1[CH:18]=[C:19]([CH3:20])[N:15]([CH2:14][C:10]2[CH:9]=[C:8]([C:5]3([OH:4])[CH2:7][CH2:6]3)[CH:13]=[CH:12][CH:11]=2)[N:16]=1)=[CH:22]\[C:23]1[CH:28]=[CH:27][C:26]([C:29]([CH3:34])([CH3:35])[C:30]([F:31])([F:32])[F:33])=[C:25]([F:36])[CH:24]=1, predict the reactants needed to synthesize it. (3) Given the product [F:1][C:2]1[CH:7]=[CH:6][CH:5]=[C:4]([F:8])[C:3]=1[C:9]1[S:10][C:11]([CH:18]=[O:19])=[C:12]([CH2:14][N:15]([CH3:16])[CH3:17])[N:13]=1, predict the reactants needed to synthesize it. The reactants are: [F:1][C:2]1[CH:7]=[CH:6][CH:5]=[C:4]([F:8])[C:3]=1[C:9]1[S:10][C:11]([C:18](OCC)=[O:19])=[C:12]([CH2:14][N:15]([CH3:17])[CH3:16])[N:13]=1.[H-].C([Al+]CC(C)C)C(C)C. (4) Given the product [O:25]1[CH:30]([C:31]([O:33][CH2:34][CH3:35])=[O:32])[CH2:29][N:28]([C:18]([O:20][C:21]([CH3:22])([CH3:23])[CH3:24])=[O:19])[C:27]2[CH:36]=[CH:37][CH:38]=[CH:39][C:26]1=2, predict the reactants needed to synthesize it. The reactants are: CCN(C(C)C)C(C)C.[CH3:22][C:21]([O:20][C:18](O[C:18]([O:20][C:21]([CH3:24])([CH3:23])[CH3:22])=[O:19])=[O:19])([CH3:24])[CH3:23].[O:25]1[CH:30]([C:31]([O:33][CH2:34][CH3:35])=[O:32])[CH2:29][NH:28][C:27]2[CH:36]=[CH:37][CH:38]=[CH:39][C:26]1=2. (5) Given the product [C:10]1([NH:9][S:5]([CH2:4][CH2:3][CH2:2][Cl:1])(=[O:7])=[O:6])[CH:15]=[CH:14][CH:13]=[CH:12][CH:11]=1, predict the reactants needed to synthesize it. The reactants are: [Cl:1][CH2:2][CH2:3][CH2:4][S:5](Cl)(=[O:7])=[O:6].[NH2:9][C:10]1[CH:15]=[CH:14][CH:13]=[CH:12][CH:11]=1. (6) Given the product [ClH:1].[CH:13]1([NH:19][C:10]2[C:9]3[C:4](=[CH:5][CH:6]=[CH:7][CH:8]=3)[N:3]=[C:2]([N:23]3[CH:24]=[CH:25][C:21]([CH3:20])=[N:22]3)[N:11]=2)[CH2:18][CH2:17][CH2:16][CH2:15][CH2:14]1, predict the reactants needed to synthesize it. The reactants are: [Cl:1][C:2]1[N:11]=[C:10](Cl)[C:9]2[C:4](=[CH:5][CH:6]=[CH:7][CH:8]=2)[N:3]=1.[CH:13]1([NH2:19])[CH2:18][CH2:17][CH2:16][CH2:15][CH2:14]1.[CH3:20][C:21]1[CH:25]=[CH:24][NH:23][N:22]=1. (7) The reactants are: [Br:1][C:2]1[CH:3]=[C:4]2[C:8](=[CH:9][CH:10]=1)[CH:7](Cl)[CH2:6][CH2:5]2.[CH3:12][NH:13][CH3:14]. Given the product [Br:1][C:2]1[CH:3]=[C:4]2[C:8](=[CH:9][CH:10]=1)[CH:7]([N:13]([CH3:14])[CH3:12])[CH2:6][CH2:5]2, predict the reactants needed to synthesize it. (8) Given the product [CH2:1]([O:3][C:4]([C:6]1[C:7]2[S:14][CH:13]=[C:12]([CH2:15][O:16][C:17]3[CH:22]=[CH:21][CH:20]=[C:19]([NH:23][C:38](=[O:39])[C:37]4[CH:41]=[CH:42][C:34]([Cl:33])=[CH:35][CH:36]=4)[CH:18]=3)[C:8]=2[CH:9]=[N:10][CH:11]=1)=[O:5])[CH3:2], predict the reactants needed to synthesize it. The reactants are: [CH2:1]([O:3][C:4]([C:6]1[C:7]2[S:14][CH:13]=[C:12]([CH2:15][O:16][C:17]3[CH:22]=[CH:21][CH:20]=[C:19]([NH2:23])[CH:18]=3)[C:8]=2[CH:9]=[N:10][CH:11]=1)=[O:5])[CH3:2].C(N(C(C)C)CC)(C)C.[Cl:33][C:34]1[CH:42]=[CH:41][C:37]([C:38](Cl)=[O:39])=[CH:36][CH:35]=1.